Dataset: Full USPTO retrosynthesis dataset with 1.9M reactions from patents (1976-2016). Task: Predict the reactants needed to synthesize the given product. (1) Given the product [S:33](=[O:35])(=[O:34])([O:29][CH2:28][C@@H:20]1[C@@H:21]([OH:22])[C@@H:25]([OH:24])[C@H:18]([N:13]2[CH:12]=[N:11][C:10]3[C:14]2=[N:15][CH:16]=[N:17][C:9]=3[NH:8][C:6](=[O:7])[C:5]2[CH:30]=[CH:31][C:2]([Br:1])=[CH:3][CH:4]=2)[O:19]1)[NH2:36], predict the reactants needed to synthesize it. The reactants are: [Br:1][C:2]1[CH:31]=[CH:30][C:5]([C:6]([NH:8][C:9]2[N:17]=[CH:16][N:15]=[C:14]3[C:10]=2[N:11]=[CH:12][N:13]3[C@H:18]2[C@H:25]3[C@H:21]([O:22]C(C)(C)[O:24]3)[C@@H:20]([CH2:28][OH:29])[O:19]2)=[O:7])=[CH:4][CH:3]=1.Cl[S:33]([NH2:36])(=[O:35])=[O:34]. (2) Given the product [Cl:1][C:2]1[CH:7]=[CH:6][CH:5]=[CH:4][C:3]=1[C:8]1[CH:16]=[C:15]2[C:11]([CH:12]=[CH:13][N:14]2[CH2:17][CH2:18][N:25]2[CH2:29][CH2:28][CH2:27][CH2:26]2)=[C:10]2[C:9]=1[C:22](=[O:23])[NH:21][C:20]2=[O:24], predict the reactants needed to synthesize it. The reactants are: [Cl:1][C:2]1[CH:7]=[CH:6][CH:5]=[CH:4][C:3]=1[C:8]1[CH:16]=[C:15]2[C:11]([CH:12]=[CH:13][N:14]2[CH2:17][CH2:18]O)=[C:10]2[C:20](=[O:24])[NH:21][C:22](=[O:23])[C:9]=12.[NH:25]1[CH2:29][CH2:28][CH2:27][CH2:26]1. (3) Given the product [CH2:1]([O:8][C:9]1[CH:17]=[C:16]2[C:12]([CH:13]=[CH:14][N:15]2[C:21]2[CH:22]=[CH:23][N:24]=[C:19]([NH2:18])[N:20]=2)=[CH:11][CH:10]=1)[C:2]1[CH:3]=[CH:4][CH:5]=[CH:6][CH:7]=1, predict the reactants needed to synthesize it. The reactants are: [CH2:1]([O:8][C:9]1[CH:17]=[C:16]2[C:12]([CH:13]=[CH:14][NH:15]2)=[CH:11][CH:10]=1)[C:2]1[CH:7]=[CH:6][CH:5]=[CH:4][CH:3]=1.[NH2:18][C:19]1[N:24]=[C:23](Cl)[CH:22]=[CH:21][N:20]=1. (4) Given the product [CH2:1]([O:3][C:4](=[C:14]([C:13]#[N:17])[C:15]#[N:16])[CH2:5][CH3:6])[CH3:2], predict the reactants needed to synthesize it. The reactants are: [CH2:1]([O:3][C:4](OCC)(OCC)[CH2:5][CH3:6])[CH3:2].[C:13](#[N:17])[CH2:14][C:15]#[N:16].CC(O)=O. (5) The reactants are: [CH:1]([C:4]1[CH:9]=[CH:8][C:7]([CH3:10])=[CH:6][C:5]=1[NH:11][C:12]([NH2:14])=[S:13])([CH3:3])[CH3:2].[N:15]([CH2:18][CH2:19][C:20]1[CH:25]=[CH:24][C:23]([C:26]2[N:30]=[CH:29][N:28]([C:31]3[CH:36]=[CH:35][C:34]([O:37][C:38]([F:41])([F:40])[F:39])=[CH:33][CH:32]=3)[N:27]=2)=[CH:22][CH:21]=1)=[C:16]=[O:17].Br[CH:43]([CH3:48])[C:44](OC)=[O:45]. Given the product [CH:1]([C:4]1[CH:9]=[CH:8][C:7]([CH3:10])=[CH:6][C:5]=1[N:11]1[C:44](=[O:45])[CH:43]([CH3:48])[S:13]/[C:12]/1=[N:14]\[C:16]([NH:15][CH2:18][CH2:19][C:20]1[CH:25]=[CH:24][C:23]([C:26]2[N:30]=[CH:29][N:28]([C:31]3[CH:36]=[CH:35][C:34]([O:37][C:38]([F:40])([F:39])[F:41])=[CH:33][CH:32]=3)[N:27]=2)=[CH:22][CH:21]=1)=[O:17])([CH3:3])[CH3:2], predict the reactants needed to synthesize it. (6) Given the product [C:1]([O:5][C:6](=[O:25])[NH:7][C:8]1[CH:13]=[C:12]([O:14][CH2:15][C:16]([F:18])([F:17])[F:19])[C:11]([C:20]([F:22])([F:23])[F:21])=[CH:10][C:9]=1[NH:24][C:31](=[O:30])[CH2:32][C:33]([C:35]1[CH:40]=[CH:39][CH:38]=[C:37]([C:41]2[C:42]([CH2:47][CH3:48])=[N:43][CH:44]=[CH:45][CH:46]=2)[CH:36]=1)=[O:34])([CH3:4])([CH3:2])[CH3:3], predict the reactants needed to synthesize it. The reactants are: [C:1]([O:5][C:6](=[O:25])[NH:7][C:8]1[CH:13]=[C:12]([O:14][CH2:15][C:16]([F:19])([F:18])[F:17])[C:11]([C:20]([F:23])([F:22])[F:21])=[CH:10][C:9]=1[NH2:24])([CH3:4])([CH3:3])[CH3:2].C([O:30][C:31](=O)[CH2:32][C:33]([C:35]1[CH:40]=[CH:39][CH:38]=[C:37]([C:41]2[C:42]([CH2:47][CH3:48])=[N:43][CH:44]=[CH:45][CH:46]=2)[CH:36]=1)=[O:34])(C)(C)C. (7) Given the product [F:42][C:43]([F:53])([F:54])[C:44]1[CH:45]=[C:46]([CH2:47][CH2:48][NH:49][C:30]([C:28]2[CH:27]=[CH:26][C:12]3[N:13]([CH2:14][C:15]4[CH:20]=[CH:19][C:18]([O:21][C:22]([F:24])([F:25])[F:23])=[CH:17][CH:16]=4)[C:9]([CH2:8][O:1][C:2]4[CH:3]=[CH:4][CH:5]=[CH:6][CH:7]=4)=[N:10][C:11]=3[CH:29]=2)=[O:32])[CH:50]=[CH:51][CH:52]=1, predict the reactants needed to synthesize it. The reactants are: [O:1]([CH2:8][C:9]1[N:13]([CH2:14][C:15]2[CH:20]=[CH:19][C:18]([O:21][C:22]([F:25])([F:24])[F:23])=[CH:17][CH:16]=2)[C:12]2[CH:26]=[CH:27][C:28]([C:30]([OH:32])=O)=[CH:29][C:11]=2[N:10]=1)[C:2]1[CH:7]=[CH:6][CH:5]=[CH:4][CH:3]=1.CC(C)N=C=NC(C)C.[F:42][C:43]([F:54])([F:53])[C:44]1[CH:45]=[C:46]([CH:50]=[CH:51][CH:52]=1)[CH2:47][CH2:48][NH2:49]. (8) Given the product [CH3:9][O:8][C:6]([C@@H:3]1[CH2:4][CH2:5][N:2]1[C:18]1[C:27]([N+:28]([O-:30])=[O:29])=[CH:26][C:21]([C:22]([O:24][CH3:25])=[O:23])=[CH:20][N:19]=1)=[O:7], predict the reactants needed to synthesize it. The reactants are: Cl.[NH:2]1[CH2:5][CH2:4][C@H:3]1[C:6]([O:8][CH3:9])=[O:7].C(N(CC)CC)C.Cl[C:18]1[C:27]([N+:28]([O-:30])=[O:29])=[CH:26][C:21]([C:22]([O:24][CH3:25])=[O:23])=[CH:20][N:19]=1. (9) Given the product [C:1]([O:36][C@H:9]1[C:10]([CH3:34])([CH3:35])[O:11][C:12]2[C:13](=[C:14]3[C:23](=[C:24]([O:26][CH3:27])[CH:25]=2)[C:22](=[O:28])[C:21]2[C:16](=[CH:17][CH:18]=[C:19]4[CH:32]=[CH:31][CH:30]=[CH:29][C:20]4=2)[N:15]3[CH3:33])[C@H:8]1[OH:7])(=[O:5])[CH2:2][CH2:3][CH3:4], predict the reactants needed to synthesize it. The reactants are: [C:1](Cl)(=[O:5])[CH2:2][CH2:3][CH3:4].[OH:7][C@@H:8]1[C:13]2=[C:14]3[C:23](=[C:24]([O:26][CH3:27])[CH:25]=[C:12]2[O:11][C:10]([CH3:35])([CH3:34])[C@@H:9]1[OH:36])[C:22](=[O:28])[C:21]1[C:16](=[CH:17][CH:18]=[C:19]2[CH:32]=[CH:31][CH:30]=[CH:29][C:20]2=1)[N:15]3[CH3:33].